Dataset: Retrosynthesis with 50K atom-mapped reactions and 10 reaction types from USPTO. Task: Predict the reactants needed to synthesize the given product. Given the product C[C@H]1C[C@@H](C)CN(CC2CCC(C)(C(C)(C)COc3ccc(Cl)cc3)O2)C1, predict the reactants needed to synthesize it. The reactants are: CC(C)(COc1ccc(Cl)cc1)C1(C)CCC(CBr)O1.C[C@@H]1CNC[C@H](C)C1.